Dataset: Full USPTO retrosynthesis dataset with 1.9M reactions from patents (1976-2016). Task: Predict the reactants needed to synthesize the given product. (1) Given the product [N:31]([CH2:18][CH:15]1[CH2:14][CH2:13][C:12]2[C:17](=[C:8]([C:3]3[CH:4]=[CH:5][CH:6]=[CH:7][C:2]=3[Cl:1])[CH:9]=[C:10]([F:30])[CH:11]=2)[O:16]1)=[N+:32]=[N-:33], predict the reactants needed to synthesize it. The reactants are: [Cl:1][C:2]1[CH:7]=[CH:6][CH:5]=[CH:4][C:3]=1[C:8]1[CH:9]=[C:10]([F:30])[CH:11]=[C:12]2[C:17]=1[O:16][CH:15]([CH2:18]OS(C1C=CC(C)=CC=1)(=O)=O)[CH2:14][CH2:13]2.[N-:31]=[N+:32]=[N-:33].[Na+]. (2) Given the product [CH:20]([C:10]1[NH:11][C:12]([C:13]2[CH:18]=[CH:17][CH:16]=[C:15]([CH3:19])[N:14]=2)=[C:8]([C:4]2[CH:5]=[CH:6][CH:7]=[C:2]([C:29]3[CH:30]=[N:31][CH:32]=[CH:33][CH:34]=3)[CH:3]=2)[N:9]=1)([CH3:22])[CH3:21], predict the reactants needed to synthesize it. The reactants are: Br[C:2]1[CH:3]=[C:4]([C:8]2[N:9]=[C:10]([CH:20]([CH3:22])[CH3:21])[NH:11][C:12]=2[C:13]2[CH:18]=[CH:17][CH:16]=[C:15]([CH3:19])[N:14]=2)[CH:5]=[CH:6][CH:7]=1.B1([C:29]2[CH:34]=[CH:33][CH:32]=[N:31][CH:30]=2)OCCCO1. (3) Given the product [CH2:15]([N:22]1[CH:4]([CH2:3][CH2:2][CH3:1])[CH2:5][CH2:6][CH:7]1[CH2:8][CH2:9][CH3:10])[C:16]1[CH:21]=[CH:20][CH:19]=[CH:18][CH:17]=1, predict the reactants needed to synthesize it. The reactants are: [CH3:1][CH2:2][CH2:3][C:4](=O)[CH2:5][CH2:6][C:7](=O)[CH2:8][CH2:9][CH3:10].[OH-].[K+].[CH2:15]([NH2:22])[C:16]1[CH:21]=[CH:20][CH:19]=[CH:18][CH:17]=1.C([BH3-])#N.[Na+].Cl. (4) Given the product [Cl:11][C:12]1[CH:17]=[CH:16][N:15]=[C:14]([NH:18][C:26]([C:25]2[CH:24]=[N:23][CH:22]=[C:21]([F:28])[C:20]=2[CH3:19])=[NH:27])[CH:13]=1, predict the reactants needed to synthesize it. The reactants are: C[Si]([N-][Si](C)(C)C)(C)C.[K+].[Cl:11][C:12]1[CH:17]=[CH:16][N:15]=[C:14]([NH2:18])[CH:13]=1.[CH3:19][C:20]1[C:25]([C:26]#[N:27])=[CH:24][N:23]=[CH:22][C:21]=1[F:28].